Dataset: NCI-60 drug combinations with 297,098 pairs across 59 cell lines. Task: Regression. Given two drug SMILES strings and cell line genomic features, predict the synergy score measuring deviation from expected non-interaction effect. Drug 1: COC1=C(C=C2C(=C1)N=CN=C2NC3=CC(=C(C=C3)F)Cl)OCCCN4CCOCC4. Drug 2: C1=NC2=C(N1)C(=S)N=C(N2)N. Cell line: T-47D. Synergy scores: CSS=38.4, Synergy_ZIP=-9.67, Synergy_Bliss=-1.88, Synergy_Loewe=0.0180, Synergy_HSA=1.09.